Dataset: Reaction yield outcomes from USPTO patents with 853,638 reactions. Task: Predict the reaction yield, written as a fraction of the theoretical maximum amount of product (1.0 means a 100% yield; for example, 0.34 means a 34% yield). (1) The reactants are [CH2:1]([O:8][C:9]1[CH:16]=[C:15]([N+:17]([O-])=O)[C:12]([C:13]#[N:14])=[CH:11][C:10]=1[O:20][CH3:21])[C:2]1[CH:7]=[CH:6][CH:5]=[CH:4][CH:3]=1.C(=O)(O)[O-].[Na+].S(S([O-])=O)([O-])=O.[Na+].[Na+].Cl.O1CCOCC1. The catalyst is [Cl-].C([N+](CCCC)(CCCC)CCCC)CCC.C(OCC)C.ClCCl.O. The product is [NH2:17][C:15]1[CH:16]=[C:9]([O:8][CH2:1][C:2]2[CH:3]=[CH:4][CH:5]=[CH:6][CH:7]=2)[C:10]([O:20][CH3:21])=[CH:11][C:12]=1[C:13]#[N:14]. The yield is 0.820. (2) The catalyst is CC(O)C.[Cl-].[Zn+2].[Cl-]. The product is [CH2:1]([N:3]([CH2:14][CH3:15])[C:4]([CH:6]1[C:7]2[C:25]3[C:20](=[CH:21][C:22]([F:26])=[CH:23][CH:24]=3)[N:19]([CH2:18][CH2:17][F:16])[C:8]=2[CH2:9][CH2:10][CH2:11]1)=[O:5])[CH3:2].[CH2:1]([N:3]([CH2:14][CH3:15])[C:4]([CH:6]1[C:7]2[C:21]3[C:20](=[CH:25][CH:24]=[CH:23][C:22]=3[F:26])[N:19]([CH2:18][CH2:17][F:16])[C:8]=2[CH2:9][CH2:10][CH2:11]1)=[O:5])[CH3:2]. The yield is 0.0600. The reactants are [CH2:1]([N:3]([CH2:14][CH3:15])[C:4]([CH:6]1[CH2:11][CH2:10][CH2:9][CH:8](Br)[C:7]1=O)=[O:5])[CH3:2].[F:16][CH2:17][CH2:18][NH:19][C:20]1[CH:25]=[CH:24][CH:23]=[C:22]([F:26])[CH:21]=1. (3) The reactants are F[C:2]1[CH:3]=[C:4]([CH:6]=[C:7](F)[CH:8]=1)[NH2:5].[ClH:10].Cl[C:12](Cl)(Cl)[CH:13]([OH:15])O.S([O-])([O-])(=O)=O.[Na+].[Na+].[ClH:25].[NH2:26][OH:27]. The catalyst is O. The product is [Cl:10][C:2]1[CH:3]=[C:4]([NH:5][C:13](=[O:15])[CH:12]=[N:26][OH:27])[CH:6]=[C:7]([Cl:25])[CH:8]=1. The yield is 0.840. (4) The reactants are [Br:1][C:2]1[CH:18]=[CH:17][C:5]([C:6]([NH:8][CH2:9][CH:10]([O:14]CC)OCC)=O)=[CH:4][CH:3]=1.O=P12OP3(OP(OP(O3)(O1)=O)(=O)O2)=O.C([O-])(O)=O.[Na+].[NH4+].[OH-]. The catalyst is S(=O)(=O)(O)O. The product is [Br:1][C:2]1[CH:3]=[CH:4][C:5]([C:6]2[O:14][CH:10]=[CH:9][N:8]=2)=[CH:17][CH:18]=1. The yield is 0.700. (5) The catalyst is CS(C)=O.[Cu]I. The yield is 0.600. The reactants are Br[C:2]1[CH:3]=[C:4]([CH:8]2[CH2:17][C:16]([CH3:19])([CH3:18])[C:15]3[C:10](=[CH:11][CH:12]=[C:13]([Cl:20])[CH:14]=3)[NH:9]2)[CH:5]=[CH:6][CH:7]=1.[NH2:21][C:22]([CH3:27])([CH3:26])[C:23]([OH:25])=[O:24].C(=O)([O-])[O-].[K+].[K+]. The product is [Cl:20][C:13]1[CH:14]=[C:15]2[C:10](=[CH:11][CH:12]=1)[NH:9][CH:8]([C:4]1[CH:3]=[C:2]([NH:21][C:22]([CH3:27])([CH3:26])[C:23]([OH:25])=[O:24])[CH:7]=[CH:6][CH:5]=1)[CH2:17][C:16]2([CH3:19])[CH3:18]. (6) The reactants are [C:1]1([CH2:7][C@H:8]2[CH2:12][O:11][C:10](=[O:13])[NH:9]2)[CH:6]=[CH:5][CH:4]=[CH:3][CH:2]=1.C([Li])CCC.[C:19](Cl)(=[O:25])[CH2:20][CH2:21][CH2:22][CH2:23][CH3:24]. The catalyst is C1COCC1. The product is [C:19]([N:9]1[C@@H:8]([CH2:7][C:1]2[CH:2]=[CH:3][CH:4]=[CH:5][CH:6]=2)[CH2:12][O:11][C:10]1=[O:13])(=[O:25])[CH2:20][CH2:21][CH2:22][CH2:23][CH3:24]. The yield is 0.760. (7) The reactants are Br[C:2]1[CH:18]=[C:17]([CH3:19])[C:5]2[N:6]=[C:7]([NH:10][C:11]3[CH:16]=[CH:15][CH:14]=[CH:13][CH:12]=3)[N:8]=[N:9][C:4]=2[CH:3]=1.[F:20][C:21]1[CH:26]=[CH:25][CH:24]=[C:23]([O:27][CH3:28])[C:22]=1B(O)O.C(=O)([O-])[O-].[K+].[K+].C1(P(C2C=CC=CC=2)C2C=CC=CC=2)C=CC=CC=1. The catalyst is CN(C)C(=O)C.C(O)C.O.[Pd].[Pd].C(=CC(C=CC1C=CC=CC=1)=O)C1C=CC=CC=1.C(=CC(C=CC1C=CC=CC=1)=O)C1C=CC=CC=1.C(=CC(C=CC1C=CC=CC=1)=O)C1C=CC=CC=1. The product is [F:20][C:21]1[CH:26]=[CH:25][CH:24]=[C:23]([O:27][CH3:28])[C:22]=1[C:2]1[CH:18]=[C:17]([CH3:19])[C:5]2[N:6]=[C:7]([NH:10][C:11]3[CH:16]=[CH:15][CH:14]=[CH:13][CH:12]=3)[N:8]=[N:9][C:4]=2[CH:3]=1. The yield is 0.175. (8) The reactants are ClC(Cl)C(O)=O.N[C:8]1[N:9]([C:28]2[C:33]([CH3:34])=[CH:32][C:31]([CH:35]3[CH2:37][CH2:36]3)=[CH:30][C:29]=2[Cl:38])[C:10]([S:13][CH2:14][C:15]([NH:17][C:18]2[CH:26]=[CH:25][C:21]([C:22]([OH:24])=[O:23])=[CH:20][C:19]=2[Cl:27])=[O:16])=[N:11][N:12]=1.N([O-])=O.[Na+].ClCCl.[Br:46]CBr. The catalyst is [Br-].C([N+](CC)(CC)CC)C1C=CC=CC=1. The product is [Br:46][C:8]1[N:9]([C:28]2[C:33]([CH3:34])=[CH:32][C:31]([CH:35]3[CH2:37][CH2:36]3)=[CH:30][C:29]=2[Cl:38])[C:10]([S:13][CH2:14][C:15]([NH:17][C:18]2[CH:26]=[CH:25][C:21]([C:22]([OH:24])=[O:23])=[CH:20][C:19]=2[Cl:27])=[O:16])=[N:11][N:12]=1. The yield is 0.420.